From a dataset of Reaction yield outcomes from USPTO patents with 853,638 reactions. Predict the reaction yield, written as a fraction of the theoretical maximum amount of product (1.0 means a 100% yield; for example, 0.34 means a 34% yield). The reactants are [N:1]1([C:7]2[C:17]3[O:16][CH2:15][CH2:14][N:13](C(OC(C)(C)C)=O)[CH2:12][C:11]=3[CH:10]=[CH:9][CH:8]=2)[CH2:6][CH2:5][O:4][CH2:3][CH2:2]1.C(OCC)(=O)C.[ClH:31]. The catalyst is C(OCC)(=O)C. The product is [ClH:31].[ClH:31].[N:1]1([C:7]2[C:17]3[O:16][CH2:15][CH2:14][NH:13][CH2:12][C:11]=3[CH:10]=[CH:9][CH:8]=2)[CH2:6][CH2:5][O:4][CH2:3][CH2:2]1. The yield is 0.708.